This data is from Full USPTO retrosynthesis dataset with 1.9M reactions from patents (1976-2016). The task is: Predict the reactants needed to synthesize the given product. Given the product [C:29]1([C@@H:11]([C:8]2[CH:7]=[CH:6][C:5]([S:2]([CH3:1])(=[O:4])=[O:3])=[CH:10][CH:9]=2)[CH2:12][CH2:13][OH:14])[CH:30]=[CH:31][CH:32]=[CH:33][CH:34]=1, predict the reactants needed to synthesize it. The reactants are: [CH3:1][S:2]([C:5]1[CH:10]=[CH:9][C:8]([C@H:11]([C:29]2[CH:34]=[CH:33][CH:32]=[CH:31][CH:30]=2)[CH2:12][C:13](N2[C@@H](C3C=CC=CC=3)[C@@H](C)N(C)C2=O)=[O:14])=[CH:7][CH:6]=1)(=[O:4])=[O:3].[H-].[Al+3].[Li+].[H-].[H-].[H-].